This data is from Forward reaction prediction with 1.9M reactions from USPTO patents (1976-2016). The task is: Predict the product of the given reaction. (1) Given the reactants [F:1][C:2]([F:22])([C:15]1[CH:20]=[CH:19][C:18]([F:21])=[CH:17][CH:16]=1)[C:3]([NH:5][C:6]1[CH:14]=[CH:13][CH:12]=[CH:11][C:7]=1[C:8]([NH2:10])=[O:9])=O.Cl[Si](C)(C)C, predict the reaction product. The product is: [F:1][C:2]([F:22])([C:15]1[CH:20]=[CH:19][C:18]([F:21])=[CH:17][CH:16]=1)[C:3]1[N:10]=[C:8]([OH:9])[C:7]2[C:6](=[CH:14][CH:13]=[CH:12][CH:11]=2)[N:5]=1. (2) Given the reactants Cl[C:2]1[CH:7]=[CH:6][C:5]([S:8]([NH:11][C:12]([C:14]2[CH:19]=[CH:18][C:17]([C:20]3[CH:25]=[CH:24][C:23]([F:26])=[CH:22][CH:21]=3)=[CH:16][CH:15]=2)=[O:13])(=[O:10])=[O:9])=[CH:4][C:3]=1[N+:27]([O-:29])=[O:28].Cl.[NH2:31][CH:32]1[CH2:37][CH:36]2[CH2:38][CH:33]1[CH2:34][CH2:35]2.C(N(CC)CC)C, predict the reaction product. The product is: [CH:33]12[CH2:38][CH:36]([CH2:35][CH2:34]1)[CH2:37][CH:32]2[NH:31][C:2]1[CH:7]=[CH:6][C:5]([S:8]([NH:11][C:12]([C:14]2[CH:19]=[CH:18][C:17]([C:20]3[CH:25]=[CH:24][C:23]([F:26])=[CH:22][CH:21]=3)=[CH:16][CH:15]=2)=[O:13])(=[O:10])=[O:9])=[CH:4][C:3]=1[N+:27]([O-:29])=[O:28]. (3) Given the reactants [N:1]1[CH:6]=[CH:5][C:4]([C:7]2[CH:8]=[CH:9][C:10]3[O:15][CH2:14][C:13](=[O:16])[NH:12][C:11]=3[CH:17]=2)=[CH:3][CH:2]=1.Cl, predict the reaction product. The product is: [NH:1]1[CH2:2][CH2:3][CH:4]([C:7]2[CH:8]=[CH:9][C:10]3[O:15][CH2:14][C:13](=[O:16])[NH:12][C:11]=3[CH:17]=2)[CH2:5][CH2:6]1. (4) Given the reactants Cl[C:2]1[C:3](=[O:15])[N:4](C2CCCCO2)[N:5]=[CH:6][C:7]=1Cl.[OH:16][C:17]1[CH:26]=[CH:25][CH:24]=[C:23]2[C:18]=1[CH:19]=[CH:20][CH:21]=[N:22]2.C[O:28][C:29](=[O:38])[CH:30](Br)[CH2:31][CH:32]1[CH2:36][CH2:35][CH2:34][CH2:33]1, predict the reaction product. The product is: [CH:32]1([CH2:31][CH:30]([N:4]2[C:3](=[O:15])[CH:2]=[C:7]([O:16][C:17]3[CH:26]=[CH:25][CH:24]=[C:23]4[C:18]=3[CH:19]=[CH:20][CH:21]=[N:22]4)[CH:6]=[N:5]2)[C:29]([OH:28])=[O:38])[CH2:36][CH2:35][CH2:34][CH2:33]1. (5) Given the reactants [N:1]1([CH:10]([NH:14][C:15]([O:17][CH2:18][C:19]2[CH:24]=[CH:23][CH:22]=[CH:21][CH:20]=2)=[O:16])[C:11]([OH:13])=O)[C:5]2[CH:6]=[CH:7][CH:8]=[CH:9][C:4]=2[N:3]=[N:2]1.[C:25]([Cl:30])(=O)[C:26](Cl)=O.CN([CH:34]=[O:35])C.CN1[CH2:42][CH2:41][O:40][CH2:39]C1, predict the reaction product. The product is: [N:1]1([CH:10]([NH:14][C:15](=[O:16])[O:17][CH2:18][C:19]2[CH:24]=[CH:23][CH:22]=[CH:21][CH:20]=2)[C:11]([NH:1][C:5]2[CH:6]=[CH:42][C:41]([O:40][CH3:39])=[CH:9][C:4]=2[C:34]([C:19]2[CH:18]=[CH:26][C:25]([Cl:30])=[CH:21][CH:20]=2)=[O:35])=[O:13])[C:5]2[CH:6]=[CH:7][CH:8]=[CH:9][C:4]=2[N:3]=[N:2]1.